The task is: Binary Classification. Given a T-cell receptor sequence (or CDR3 region) and an epitope sequence, predict whether binding occurs between them.. This data is from TCR-epitope binding with 47,182 pairs between 192 epitopes and 23,139 TCRs. The epitope is AIMTRCLAV. The TCR CDR3 sequence is CASSQNWGDYGIPTGELFF. Result: 0 (the TCR does not bind to the epitope).